Task: Predict the reactants needed to synthesize the given product.. Dataset: Full USPTO retrosynthesis dataset with 1.9M reactions from patents (1976-2016) (1) Given the product [O:1]1[CH2:2][CH2:3][CH:4]([C:7]2[CH:12]=[CH:11][N:10]=[C:9]([CH2:13][C:14]([O:16][CH3:17])=[O:15])[CH:8]=2)[CH2:5][CH2:6]1, predict the reactants needed to synthesize it. The reactants are: [O:1]1[CH2:6][CH:5]=[C:4]([C:7]2[CH:12]=[CH:11][N:10]=[C:9]([CH2:13][C:14]([O:16][CH3:17])=[O:15])[CH:8]=2)[CH2:3][CH2:2]1. (2) Given the product [CH2:14]([O:21][C:6](=[O:7])[C:5]1[CH:9]=[CH:10][C:2]([CH3:1])=[C:3]([N+:11]([O-:13])=[O:12])[CH:4]=1)[C:15]1[CH:20]=[CH:19][CH:18]=[CH:17][CH:16]=1, predict the reactants needed to synthesize it. The reactants are: [CH3:1][C:2]1[CH:10]=[CH:9][C:5]([C:6](Cl)=[O:7])=[CH:4][C:3]=1[N+:11]([O-:13])=[O:12].[CH2:14]([OH:21])[C:15]1[CH:20]=[CH:19][CH:18]=[CH:17][CH:16]=1.C(N(CC)CC)C. (3) Given the product [CH:1]1([CH2:7][NH:8][C:9]([C@@H:11]2[CH2:15][C@@H:14]([OH:16])[CH2:13][N:12]2[C:25]2[CH:30]=[CH:29][C:28]([C:31]([F:34])([F:33])[F:32])=[CH:27][N:26]=2)=[O:10])[CH2:2][CH2:3][CH2:4][CH2:5][CH2:6]1, predict the reactants needed to synthesize it. The reactants are: [CH:1]1([CH2:7][NH:8][C:9]([C@@H:11]2[CH2:15][C@@H:14]([OH:16])[CH2:13][NH:12]2)=[O:10])[CH2:6][CH2:5][CH2:4][CH2:3][CH2:2]1.Cl.C(=O)([O-])[O-].[K+].[K+].Br[C:25]1[CH:30]=[CH:29][C:28]([C:31]([F:34])([F:33])[F:32])=[CH:27][N:26]=1.C(N(CC)CC)C. (4) Given the product [Cl:17][C:14]1[N:13]=[N:12][C:11]([O:10][C:6]2[CH:5]=[C:4]([CH:9]=[CH:8][CH:7]=2)[C:3]([OH:18])=[O:2])=[CH:16][CH:15]=1, predict the reactants needed to synthesize it. The reactants are: C[O:2][C:3](=[O:18])[C:4]1[CH:9]=[CH:8][CH:7]=[C:6]([O:10][C:11]2[N:12]=[N:13][C:14]([Cl:17])=[CH:15][CH:16]=2)[CH:5]=1.[OH-].[Na+]. (5) Given the product [Br:29][C:27]1[CH:28]=[C:23]([NH:1][C:2]2[N:7]=[CH:6][C:5]([N:8]3[CH2:13][CH2:12][N:11]([C:14]([O:16][C:17]([CH3:18])([CH3:20])[CH3:19])=[O:15])[CH2:10][C:9]3=[O:21])=[CH:4][CH:3]=2)[C:24](=[O:31])[N:25]([CH3:30])[CH:26]=1, predict the reactants needed to synthesize it. The reactants are: [NH2:1][C:2]1[N:7]=[CH:6][C:5]([N:8]2[CH2:13][CH2:12][N:11]([C:14]([O:16][C:17]([CH3:20])([CH3:19])[CH3:18])=[O:15])[CH2:10][C:9]2=[O:21])=[CH:4][CH:3]=1.Br[C:23]1[C:24](=[O:31])[N:25]([CH3:30])[CH:26]=[C:27]([Br:29])[CH:28]=1.CC1(C)C2C(=C(P(C3C=CC=CC=3)C3C=CC=CC=3)C=CC=2)OC2C(P(C3C=CC=CC=3)C3C=CC=CC=3)=CC=CC1=2.C([O-])([O-])=O.[Cs+].[Cs+]. (6) Given the product [F:15][C:8]1[CH:9]=[CH:10][CH:11]=[C:12]([O:13][CH3:14])[C:7]=1[C:4]1[S:3][C:2]([N:17]([CH3:16])[CH:18]2[CH2:19][C:20]([CH3:26])([CH3:27])[NH:21][C:22]([CH3:25])([CH3:24])[CH2:23]2)=[N:6][N:5]=1, predict the reactants needed to synthesize it. The reactants are: Br[C:2]1[S:3][C:4]([C:7]2[C:12]([O:13][CH3:14])=[CH:11][CH:10]=[CH:9][C:8]=2[F:15])=[N:5][N:6]=1.[CH3:16][NH:17][CH:18]1[CH2:23][C:22]([CH3:25])([CH3:24])[NH:21][C:20]([CH3:27])([CH3:26])[CH2:19]1. (7) Given the product [CH:29]1([CH:22]([C:20]2[CH:19]=[CH:18][N:17]=[C:16]([O:15][CH2:14][CH:11]3[CH2:12][CH2:13][N:8]([C:6]4[CH:7]=[C:2]([S:35]([CH3:34])(=[O:37])=[O:36])[CH:3]=[CH:4][C:5]=4[CH:32]=[O:33])[CH2:9][CH2:10]3)[CH:21]=2)[CH2:23][C:24]([O:26][CH2:27][CH3:28])=[O:25])[CH2:31][CH2:30]1, predict the reactants needed to synthesize it. The reactants are: Br[C:2]1[CH:3]=[CH:4][C:5]([CH:32]=[O:33])=[C:6]([N:8]2[CH2:13][CH2:12][CH:11]([CH2:14][O:15][C:16]3[CH:21]=[C:20]([CH:22]([CH:29]4[CH2:31][CH2:30]4)[CH2:23][C:24]([O:26][CH2:27][CH3:28])=[O:25])[CH:19]=[CH:18][N:17]=3)[CH2:10][CH2:9]2)[CH:7]=1.[CH3:34][S:35]([O-:37])=[O:36].[Na+]. (8) Given the product [CH3:1][C:2]([CH3:31])([CH3:30])[C:3]([NH:5][C:6]1[C:7]([C:26]([O:28][CH3:29])=[O:27])=[C:8]([CH2:12][CH2:13][CH:14]2[CH2:18][CH2:17][CH2:16][N:15]2[C:19]([O:21][C:22]([CH3:23])([CH3:24])[CH3:25])=[O:20])[CH:9]=[CH:10][CH:11]=1)=[O:4], predict the reactants needed to synthesize it. The reactants are: [CH3:1][C:2]([CH3:31])([CH3:30])[C:3]([NH:5][C:6]1[C:7]([C:26]([O:28][CH3:29])=[O:27])=[C:8]([C:12]#[C:13][CH:14]2[CH2:18][CH2:17][CH2:16][N:15]2[C:19]([O:21][C:22]([CH3:25])([CH3:24])[CH3:23])=[O:20])[CH:9]=[CH:10][CH:11]=1)=[O:4]. (9) Given the product [CH2:47]([N:44]1[CH2:45][CH2:46][N:41]([CH2:40][C:37]2[CH:38]=[CH:39][C:34]([NH:33][C:32](=[O:53])[CH2:31][C:27]3[CH:28]=[CH:29][CH:30]=[C:25]([C:24]#[C:23][C:22]4[CH:21]=[N:20][C:19]([NH:54][CH3:55])=[CH:18][C:17]=4[C:15]4[N:14]([CH3:56])[C:11]5[CH2:12][CH2:13][NH:8][C:9](=[O:57])[C:10]=5[CH:16]=4)[CH:26]=3)=[CH:35][C:36]=2[C:49]([F:52])([F:51])[F:50])[CH2:42][CH2:43]1)[CH3:48], predict the reactants needed to synthesize it. The reactants are: C(OC([N:8]1[CH2:13][CH2:12][C:11]2[N:14]([CH3:56])[C:15]([C:17]3[C:22]([C:23]#[C:24][C:25]4[CH:30]=[CH:29][CH:28]=[C:27]([CH2:31][C:32](=[O:53])[NH:33][C:34]5[CH:39]=[CH:38][C:37]([CH2:40][N:41]6[CH2:46][CH2:45][N:44]([CH2:47][CH3:48])[CH2:43][CH2:42]6)=[C:36]([C:49]([F:52])([F:51])[F:50])[CH:35]=5)[CH:26]=4)=[CH:21][N:20]=[C:19]([NH:54][CH3:55])[CH:18]=3)=[CH:16][C:10]=2[C:9]1=[O:57])=O)(C)(C)C.C(O)(C(F)(F)F)=O. (10) Given the product [ClH:1].[ClH:1].[ClH:1].[F:45][C@@H:41]1[C:37]2[N:38]=[CH:39][N:40]=[C:35]([N:20]3[C:16]4[C:15](=[C:14]([CH2:13][NH:9][CH:10]([CH3:12])[CH3:11])[CH:19]=[CH:18][CH:17]=4)[C:22]4([CH2:23][CH2:24][NH:25][CH2:26][CH2:27]4)[CH2:21]3)[C:36]=2[C@H:43]([CH3:44])[CH2:42]1, predict the reactants needed to synthesize it. The reactants are: [ClH:1].C(OC([N:9]([CH2:13][C:14]1[CH:19]=[CH:18][CH:17]=[C:16]2[N:20]([C:35]3[C:36]4[C@H:43]([CH3:44])[CH2:42][C@H:41]([F:45])[C:37]=4[N:38]=[CH:39][N:40]=3)[CH2:21][C:22]3([CH2:27][CH2:26][N:25](C(OC(C)(C)C)=O)[CH2:24][CH2:23]3)[C:15]=12)[CH:10]([CH3:12])[CH3:11])=O)(C)(C)C.